This data is from Reaction yield outcomes from USPTO patents with 853,638 reactions. The task is: Predict the reaction yield, written as a fraction of the theoretical maximum amount of product (1.0 means a 100% yield; for example, 0.34 means a 34% yield). (1) The yield is 0.320. The product is [CH:1]([N:4]1[C:8]([C:9]2[N:10]=[C:11]3[C:17]4[CH:18]=[CH:19][C:20]([NH2:22])=[CH:21][C:16]=4[O:15][CH2:14][CH2:13][N:12]3[CH:30]=2)=[N:7][CH:6]=[N:5]1)([CH3:3])[CH3:2]. The catalyst is C(Cl)Cl. The reactants are [CH:1]([N:4]1[C:8]([C:9]2[N:10]=[C:11]3[C:17]4[CH:18]=[CH:19][C:20]([NH:22]C(=O)OC(C)(C)C)=[CH:21][C:16]=4[O:15][CH2:14][CH2:13][N:12]3[CH:30]=2)=[N:7][CH:6]=[N:5]1)([CH3:3])[CH3:2].FC(F)(F)C(O)=O. (2) The yield is 0.490. The reactants are [C:1]([O:5][C:6]([NH:8][C@@H:9]([CH2:13][CH2:14][C:15]([O:17][CH3:18])=[O:16])[C:10](O)=[O:11])=[O:7])([CH3:4])([CH3:3])[CH3:2].S(C)C.CO. The product is [C:1]([O:5][C:6]([NH:8][C@H:9]([CH2:10][OH:11])[CH2:13][CH2:14][C:15]([O:17][CH3:18])=[O:16])=[O:7])([CH3:3])([CH3:2])[CH3:4]. The catalyst is C1COCC1. (3) The reactants are Br[C:2]1[N:6]2[N:7]=[C:8]([NH:11][CH2:12][CH2:13][C:14]([CH3:17])([OH:16])[CH3:15])[CH:9]=[CH:10][C:5]2=[N:4][CH:3]=1.[NH2:18][CH2:19][C:20]1[CH:25]=[CH:24][C:23](B(O)O)=[CH:22][CH:21]=1. No catalyst specified. The product is [NH2:18][CH2:19][C:20]1[CH:25]=[CH:24][C:23]([C:2]2[N:6]3[N:7]=[C:8]([NH:11][CH2:12][CH2:13][C:14]([CH3:17])([OH:16])[CH3:15])[CH:9]=[CH:10][C:5]3=[N:4][CH:3]=2)=[CH:22][CH:21]=1. The yield is 0.780.